From a dataset of Full USPTO retrosynthesis dataset with 1.9M reactions from patents (1976-2016). Predict the reactants needed to synthesize the given product. (1) Given the product [CH:15]([O-:14])=[O:41].[CH2:24]([N:3]1[C:2]([N:33]2[CH2:32][CH2:31][NH:30][C@H:29]([CH3:28])[CH2:34]2)=[N:10][C:9]2[C:4]1=[N:5][C:6]([C:17]1[CH:18]=[N:19][C:20]([NH2:23])=[N:21][CH:22]=1)=[N:7][C:8]=2[N:11]1[CH2:16][CH2:15][O:14][CH2:13][CH2:12]1)[CH:25]([CH3:27])[CH3:26], predict the reactants needed to synthesize it. The reactants are: Cl[C:2]1[N:3]([CH2:24][CH:25]([CH3:27])[CH3:26])[C:4]2[C:9]([N:10]=1)=[C:8]([N:11]1[CH2:16][CH2:15][O:14][CH2:13][CH2:12]1)[N:7]=[C:6]([C:17]1[CH:18]=[N:19][C:20]([NH2:23])=[N:21][CH:22]=1)[N:5]=2.[CH3:28][C@@H:29]1[CH2:34][NH:33][CH2:32][CH2:31][NH:30]1.CN1CCCC1=[O:41]. (2) The reactants are: I[C:2]1[C:10]2[CH:9]=[N:8][CH:7]=[N:6][C:5]=2[N:4]([CH:11]([CH3:13])[CH3:12])[CH:3]=1.[Cl:14][C:15]1[CH:16]=[C:17]([CH:24]=[C:25]([CH3:27])[N:26]=1)[C:18](N(OC)C)=[O:19]. Given the product [Cl:14][C:15]1[CH:16]=[C:17]([C:18]([C:2]2[C:10]3[CH:9]=[N:8][CH:7]=[N:6][C:5]=3[N:4]([CH:11]([CH3:13])[CH3:12])[CH:3]=2)=[O:19])[CH:24]=[C:25]([CH3:27])[N:26]=1, predict the reactants needed to synthesize it. (3) Given the product [CH3:25][S:26]([O:1][CH2:2][CH2:3][N:4]1[CH2:9][CH2:8][CH:7]([NH:10][C:11]([O:12][C:13]([CH3:14])([CH3:16])[CH3:15])=[O:17])[CH2:6][CH2:5]1)(=[O:28])=[O:27], predict the reactants needed to synthesize it. The reactants are: [OH:1][CH2:2][CH2:3][N:4]1[CH2:9][CH2:8][CH:7]([NH:10][C:11](=[O:17])[O:12][C:13]([CH3:16])([CH3:15])[CH3:14])[CH2:6][CH2:5]1.C(N(CC)CC)C.[CH3:25][S:26](Cl)(=[O:28])=[O:27].P([O-])([O-])([O-])=O.[K+].[K+].[K+]. (4) Given the product [CH3:31][O:30][N:29]([CH3:28])[C:12]([CH:10]1[CH2:9][N:8]([C:6]([O:5][C:1]([CH3:2])([CH3:3])[CH3:4])=[O:7])[CH2:11]1)=[O:14], predict the reactants needed to synthesize it. The reactants are: [C:1]([O:5][C:6]([N:8]1[CH2:11][CH:10]([C:12]([OH:14])=O)[CH2:9]1)=[O:7])([CH3:4])([CH3:3])[CH3:2].C(N1C=CN=C1)(N1C=CN=C1)=O.Cl.[CH3:28][NH:29][O:30][CH3:31].C(N(CC)CC)C. (5) The reactants are: [I:1][C:2]1[CH:3]=[C:4]2[C:9](=[CH:10][CH:11]=1)[N:8]=[CH:7][N:6]=[C:5]2Cl.[NH2:13][C:14]1[CH:15]=[C:16]2[C:20](=[CH:21][CH:22]=1)[NH:19][CH:18]=[CH:17]2. Given the product [I:1][C:2]1[CH:3]=[C:4]2[C:9](=[CH:10][CH:11]=1)[N:8]=[CH:7][N:6]=[C:5]2[NH:13][C:14]1[CH:15]=[C:16]2[C:20](=[CH:21][CH:22]=1)[NH:19][CH:18]=[CH:17]2, predict the reactants needed to synthesize it. (6) Given the product [O:1]1[C:5]([NH:6][C:14](=[O:15])[O:16][CH2:17][C:18]([Cl:21])([Cl:20])[Cl:19])=[CH:4][CH:3]=[N:2]1, predict the reactants needed to synthesize it. The reactants are: [O:1]1[C:5]([NH2:6])=[CH:4][CH:3]=[N:2]1.N1C=CC=CC=1.Cl[C:14]([O:16][CH2:17][C:18]([Cl:21])([Cl:20])[Cl:19])=[O:15]. (7) Given the product [CH:2]([C:3]1[C:13]2[C:8](=[CH:9][CH:10]=[CH:11][CH:12]=2)[N:7]=[C:5]([OH:6])[CH:4]=1)([CH3:15])[CH3:1], predict the reactants needed to synthesize it. The reactants are: [CH3:1][CH:2]([CH3:15])[C:3](=O)[CH2:4][C:5]([NH:7][C:8]1[CH:13]=[CH:12][CH:11]=[CH:10][CH:9]=1)=[O:6].